Regression/Classification. Given a drug SMILES string, predict its absorption, distribution, metabolism, or excretion properties. Task type varies by dataset: regression for continuous measurements (e.g., permeability, clearance, half-life) or binary classification for categorical outcomes (e.g., BBB penetration, CYP inhibition). Dataset: cyp2d6_veith. From a dataset of CYP2D6 inhibition data for predicting drug metabolism from PubChem BioAssay. (1) The molecule is N#CCCn1c(=O)c(-c2cc(F)cc(F)c2)nc2cnc(Nc3ccccc3)nc21. The result is 0 (non-inhibitor). (2) The compound is Cn1c(=O)c2c(n(Cc3ccccc3)c1=O)NC(=O)C2CC(=O)NCc1cccc(Cl)c1. The result is 0 (non-inhibitor).